Dataset: Peptide-MHC class I binding affinity with 185,985 pairs from IEDB/IMGT. Task: Regression. Given a peptide amino acid sequence and an MHC pseudo amino acid sequence, predict their binding affinity value. This is MHC class I binding data. (1) The peptide sequence is SKIPGGNMY. The MHC is HLA-A30:02 with pseudo-sequence HLA-A30:02. The binding affinity (normalized) is 0.278. (2) The peptide sequence is NELSLALGL. The MHC is HLA-B18:01 with pseudo-sequence HLA-B18:01. The binding affinity (normalized) is 0.583. (3) The peptide sequence is MLEGETKLY. The MHC is HLA-A03:01 with pseudo-sequence HLA-A03:01. The binding affinity (normalized) is 0.501. (4) The peptide sequence is ATDALMTGY. The MHC is HLA-B53:01 with pseudo-sequence HLA-B53:01. The binding affinity (normalized) is 0. (5) The peptide sequence is ELRLLIHQSL. The MHC is HLA-A02:01 with pseudo-sequence HLA-A02:01. The binding affinity (normalized) is 0.324. (6) The peptide sequence is KTQEPPQVA. The MHC is HLA-A01:01 with pseudo-sequence HLA-A01:01. The binding affinity (normalized) is 0.0847. (7) The binding affinity (normalized) is 0. The MHC is HLA-C06:02 with pseudo-sequence HLA-C06:02. The peptide sequence is IEELRRHLL. (8) The peptide sequence is VPLRPMTY. The MHC is HLA-A29:02 with pseudo-sequence HLA-A29:02. The binding affinity (normalized) is 0.165. (9) The peptide sequence is HRYLIRQSM. The MHC is HLA-C07:01 with pseudo-sequence HLA-C07:01. The binding affinity (normalized) is 0.567. (10) The peptide sequence is DTRGIFSAY. The MHC is HLA-B07:02 with pseudo-sequence HLA-B07:02. The binding affinity (normalized) is 0.0847.